Dataset: Catalyst prediction with 721,799 reactions and 888 catalyst types from USPTO. Task: Predict which catalyst facilitates the given reaction. (1) Reactant: C1(P(C2C=CC=CC=2)C2C=CC=CC=2)C=CC=CC=1.[Br:20][C:21]([Br:24])(Br)Br.C(N(CC)CC)C.[C:32]([O:36][C:37](=[O:49])[N:38]([CH2:40][C@H:41]1[CH2:46][CH2:45][C@H:44]([CH:47]=O)[CH2:43][CH2:42]1)[CH3:39])([CH3:35])([CH3:34])[CH3:33]. Product: [C:32]([O:36][C:37](=[O:49])[N:38]([CH2:40][C@H:41]1[CH2:42][CH2:43][C@H:44]([CH:47]=[C:21]([Br:24])[Br:20])[CH2:45][CH2:46]1)[CH3:39])([CH3:35])([CH3:33])[CH3:34]. The catalyst class is: 2. (2) Reactant: [F:1][C:2]1[CH:3]=[C:4]2[C:9](=[CH:10][CH:11]=1)[N:8]=[CH:7][CH:6]=[C:5]2[C:12]([OH:14])=O.ClC(N(C)C)=C(C)C.FC(F)(F)C(O)=O.[NH2:30][CH2:31][C:32]([N:34]1[CH2:38][CH2:37][CH2:36][C@H:35]1[C:39]#[N:40])=[O:33].C(N(CC)CC)C. Product: [C:39]([C@@H:35]1[CH2:36][CH2:37][CH2:38][N:34]1[C:32](=[O:33])[CH2:31][NH:30][C:12]([C:5]1[C:4]2[C:9](=[CH:10][CH:11]=[C:2]([F:1])[CH:3]=2)[N:8]=[CH:7][CH:6]=1)=[O:14])#[N:40]. The catalyst class is: 168. (3) Reactant: [CH:1]1([O:6][C:7](=[O:47])[C@@H:8]([NH:16][CH2:17][C:18]2[CH:23]=[CH:22][C:21]([CH2:24][NH:25][CH2:26][C:27]3[CH:28]=[CH:29][C:30]4[CH:34]=[C:33]([C:35](=[O:45])[NH:36][O:37]C(OCC(C)C)C)[S:32][C:31]=4[CH:46]=3)=[CH:20][CH:19]=2)[CH2:9][C:10]2[CH:15]=[CH:14][CH:13]=[CH:12][CH:11]=2)[CH2:5][CH2:4][CH2:3][CH2:2]1.CO.C(O)(C(F)(F)F)=O. Product: [CH:1]1([O:6][C:7](=[O:47])[C@@H:8]([NH:16][CH2:17][C:18]2[CH:23]=[CH:22][C:21]([CH2:24][NH:25][CH2:26][C:27]3[CH:28]=[CH:29][C:30]4[CH:34]=[C:33]([C:35](=[O:45])[NH:36][OH:37])[S:32][C:31]=4[CH:46]=3)=[CH:20][CH:19]=2)[CH2:9][C:10]2[CH:15]=[CH:14][CH:13]=[CH:12][CH:11]=2)[CH2:5][CH2:4][CH2:3][CH2:2]1. The catalyst class is: 2. (4) Reactant: [CH3:1][O:2][C:3]([C:5]1[S:9][C:8]2[CH:10]=[C:11]([F:14])[CH:12]=[CH:13][C:7]=2[C:6]=1[CH:15]1[CH2:20][CH2:19][N:18](C(=O)C)[CH2:17][CH2:16]1)=[O:4].[ClH:24]. Product: [ClH:24].[CH3:1][O:2][C:3]([C:5]1[S:9][C:8]2[CH:10]=[C:11]([F:14])[CH:12]=[CH:13][C:7]=2[C:6]=1[CH:15]1[CH2:20][CH2:19][NH:18][CH2:17][CH2:16]1)=[O:4]. The catalyst class is: 5.